This data is from Peptide-MHC class I binding affinity with 185,985 pairs from IEDB/IMGT. The task is: Regression. Given a peptide amino acid sequence and an MHC pseudo amino acid sequence, predict their binding affinity value. This is MHC class I binding data. (1) The peptide sequence is EMIWDPNGW. The MHC is HLA-A03:01 with pseudo-sequence HLA-A03:01. The binding affinity (normalized) is 0.0847. (2) The MHC is HLA-A02:03 with pseudo-sequence HLA-A02:03. The binding affinity (normalized) is 0.699. The peptide sequence is YLWWVNNQSL. (3) The peptide sequence is RTYSDPLAL. The MHC is HLA-A32:01 with pseudo-sequence HLA-A32:01. The binding affinity (normalized) is 0.676. (4) The peptide sequence is NYSRYWYLNH. The MHC is HLA-A11:01 with pseudo-sequence HLA-A11:01. The binding affinity (normalized) is 0.0446. (5) The peptide sequence is PRTLNAWV. The MHC is HLA-B27:05 with pseudo-sequence HLA-B27:05. The binding affinity (normalized) is 0.103. (6) The peptide sequence is AAAENAEAA. The MHC is H-2-Db with pseudo-sequence H-2-Db. The binding affinity (normalized) is 0.650. (7) The peptide sequence is SWFITQRNFF. The MHC is HLA-A29:02 with pseudo-sequence HLA-A29:02. The binding affinity (normalized) is 0.633. (8) The peptide sequence is ALEPGFKDY. The MHC is HLA-A11:01 with pseudo-sequence HLA-A11:01. The binding affinity (normalized) is 0.0847. (9) The peptide sequence is WFSQRGGSY. The MHC is HLA-A24:02 with pseudo-sequence HLA-A24:02. The binding affinity (normalized) is 0.